This data is from Full USPTO retrosynthesis dataset with 1.9M reactions from patents (1976-2016). The task is: Predict the reactants needed to synthesize the given product. (1) The reactants are: [C:1]1([C:31]2[CH:36]=[CH:35][CH:34]=[CH:33][CH:32]=2)[CH:6]=[CH:5][C:4]([CH2:7][C@@H:8]([NH:23][C:24]([C:26]2[N:27]=[N:28][NH:29][CH:30]=2)=[O:25])[CH2:9][C@@:10]([CH3:22])([CH2:14][O:15][CH:16]2CCCC[O:17]2)[C:11]([OH:13])=[O:12])=[CH:3][CH:2]=1.Cl.O1CCOCC1.CC#N.C(Cl)Cl.[C:50](Cl)(=O)[CH:51](C)[CH3:52].CCN(C(C)C)C(C)C. Given the product [C:1]1([C:31]2[CH:36]=[CH:35][CH:34]=[CH:33][CH:32]=2)[CH:2]=[CH:3][C:4]([CH2:7][C@@H:8]([NH:23][C:24]([C:26]2[NH:27][N:28]=[N:29][CH:30]=2)=[O:25])[CH2:9][C@:10]([CH2:14][O:15][C:16](=[O:17])[CH:51]([CH3:52])[CH3:50])([CH3:22])[C:11]([OH:13])=[O:12])=[CH:5][CH:6]=1, predict the reactants needed to synthesize it. (2) The reactants are: Br[C:2]1[CH:3]=[N:4][CH:5]=[C:6]([F:8])[CH:7]=1.[CH3:9][N:10](C)C=O. Given the product [F:8][C:6]1[CH:5]=[N:4][CH:3]=[C:2]([CH:7]=1)[C:9]#[N:10], predict the reactants needed to synthesize it. (3) Given the product [Cl:24][C:25]1[CH:26]=[C:27]([CH2:32][C:33]([O:35][CH2:36][CH3:37])=[O:34])[CH:28]=[CH:29][C:30]=1[O:31][CH2:3][CH2:2][CH2:7][CH3:6], predict the reactants needed to synthesize it. The reactants are: Cl[C:2]1[CH:3]=C(CC(O)=O)C=[CH:6][C:7]=1O.C1(C)C=CC(S(O)(=O)=O)=CC=1.[Cl:24][C:25]1[CH:26]=[C:27]([CH2:32][C:33]([O:35][CH2:36][CH3:37])=[O:34])[CH:28]=[CH:29][C:30]=1[OH:31].OC1C=CC(CC([O-])=O)=CC=1.[H-].[Na+].ICCCC. (4) The reactants are: [Li]CCCC.Br[C:7]1[CH:16]=[CH:15][C:14]2[C:9](=[CH:10][CH:11]=[CH:12][CH:13]=2)[CH:8]=1.[Sn:17](Cl)([CH2:26][CH2:27][CH2:28][CH3:29])([CH2:22][CH2:23][CH2:24][CH3:25])[CH2:18][CH2:19][CH2:20][CH3:21]. Given the product [CH2:26]([Sn:17]([CH2:18][CH2:19][CH2:20][CH3:21])([CH2:22][CH2:23][CH2:24][CH3:25])[C:7]1[CH:16]=[CH:15][C:14]2[C:9](=[CH:10][CH:11]=[CH:12][CH:13]=2)[CH:8]=1)[CH2:27][CH2:28][CH3:29], predict the reactants needed to synthesize it. (5) Given the product [CH2:23]([O:22][C:20]([C:18]1[CH:19]=[C:14]([N:11]2[CH2:12][CH2:13][N:8]([C:6]([O:5][C:1]([CH3:4])([CH3:3])[CH3:2])=[O:7])[CH2:9][CH2:10]2)[N:15]=[C:16]([C:64]2[CH:63]=[CH:62][N:61]=[C:60]([NH:59][CH:53]3[CH2:58][CH2:57][CH2:56][CH2:55][CH2:54]3)[CH:65]=2)[C:17]=1[CH3:25])=[O:21])[CH3:24], predict the reactants needed to synthesize it. The reactants are: [C:1]([O:5][C:6]([N:8]1[CH2:13][CH2:12][N:11]([C:14]2[CH:19]=[C:18]([C:20]([O:22][CH2:23][CH3:24])=[O:21])[C:17]([CH3:25])=[C:16](Cl)[N:15]=2)[CH2:10][CH2:9]1)=[O:7])([CH3:4])([CH3:3])[CH3:2].C(OC(N1CCN(C2C(C)=C(C(OCC)=O)C=C(Cl)N=2)CC1)=O)(C)(C)C.[CH:53]1([NH:59][C:60]2[CH:65]=[C:64]([Sn](C)(C)C)[CH:63]=[CH:62][N:61]=2)[CH2:58][CH2:57][CH2:56][CH2:55][CH2:54]1. (6) Given the product [CH3:14][N:15]1[C:24]2[C:19](=[CH:20][C:21]([CH3:38])=[C:22]([C:25]3[CH:26]=[C:27]([CH:30]=[CH:31][C:32]=3[O:33][C:34]([F:35])([F:37])[F:36])[CH:28]=[C:46]3[S:42][C:43](=[O:48])[NH:44][C:45]3=[O:47])[CH:23]=2)[C:18]([CH3:39])([CH3:40])[CH2:17][C:16]1=[O:41], predict the reactants needed to synthesize it. The reactants are: C1(C)C=CC=CC=1.N1CCCCC1.[CH3:14][N:15]1[C:24]2[C:19](=[CH:20][C:21]([CH3:38])=[C:22]([C:25]3[CH:26]=[C:27]([CH:30]=[CH:31][C:32]=3[O:33][C:34]([F:37])([F:36])[F:35])[CH:28]=O)[CH:23]=2)[C:18]([CH3:40])([CH3:39])[CH2:17][C:16]1=[O:41].[S:42]1[CH2:46][C:45](=[O:47])[NH:44][C:43]1=[O:48].